Dataset: Full USPTO retrosynthesis dataset with 1.9M reactions from patents (1976-2016). Task: Predict the reactants needed to synthesize the given product. Given the product [Br:28][C:24]1[CH:23]=[C:22]([CH:27]=[CH:26][CH:25]=1)[CH2:21][O:20][C:18]1[CH:17]=[CH:16][C:15]([S:29][C:30]2[CH:35]=[CH:34][C:33]([OH:36])=[CH:32][CH:31]=2)=[C:14]([NH:13][C:2]2[C:3]3[C:8](=[N:7][C:6]([CH3:12])=[CH:5][CH:4]=3)[N:9]=[CH:10][CH:11]=2)[CH:19]=1, predict the reactants needed to synthesize it. The reactants are: Cl[C:2]1[CH:11]=[CH:10][N:9]=[C:8]2[C:3]=1[CH:4]=[CH:5][C:6]([CH3:12])=[N:7]2.[NH2:13][C:14]1[CH:19]=[C:18]([O:20][CH2:21][C:22]2[CH:27]=[CH:26][CH:25]=[C:24]([Br:28])[CH:23]=2)[CH:17]=[CH:16][C:15]=1[S:29][C:30]1[CH:35]=[CH:34][C:33]([OH:36])=[CH:32][CH:31]=1.